The task is: Predict the reactants needed to synthesize the given product.. This data is from Retrosynthesis with 50K atom-mapped reactions and 10 reaction types from USPTO. (1) Given the product CCOC(=O)CCN(C)C(=O)c1cc[nH]c1, predict the reactants needed to synthesize it. The reactants are: CCOC(=O)CCNC.O=C(O)c1cc[nH]c1. (2) Given the product Cc1c(N2CCNCC2)nn2cc(-c3ccc(F)cc3)nc2c1C, predict the reactants needed to synthesize it. The reactants are: C1CNCCN1.Cc1c(Cl)nn2cc(-c3ccc(F)cc3)nc2c1C. (3) Given the product CC(=O)N1CCN(CCOS(C)(=O)=O)CC1, predict the reactants needed to synthesize it. The reactants are: CC(=O)N1CCN(CCO)CC1.CS(=O)(=O)Cl. (4) Given the product C[C@H](COS(C)(=O)=O)CN1CCC(c2noc3cc(F)ccc23)CC1, predict the reactants needed to synthesize it. The reactants are: CS(=O)(=O)Cl.C[C@H](CO)CN1CCC(c2noc3cc(F)ccc23)CC1. (5) Given the product O=C(O)C(F)(F)F, predict the reactants needed to synthesize it. The reactants are: CC(C)(C)OC(=O)CC1Cc2nc(C(=O)N3CCN(S(=O)(=O)c4ccc5cc(Cl)ccc5c4)CC3)sc2CN1. (6) Given the product CC1(C)OB(c2cnn(C3CCN(S(C)(=O)=O)CC3)c2)OC1(C)C, predict the reactants needed to synthesize it. The reactants are: CC1(C)OB(c2cnn(C3CCNCC3)c2)OC1(C)C.CS(=O)(=O)Cl. (7) Given the product CC(C)(C)c1cc(/C=C/c2ccc(NS(C)(=O)=O)cc2C(=O)O)cc(-c2cccnc2OCc2ccccc2)c1, predict the reactants needed to synthesize it. The reactants are: COC(=O)c1cc(NS(C)(=O)=O)ccc1/C=C/c1cc(-c2cccnc2OCc2ccccc2)cc(C(C)(C)C)c1. (8) The reactants are: FC(F)(F)c1ccccc1OC1CCN(c2ncc(Br)s2)CC1.O=C1CCCN1. Given the product O=C1CCCN1c1cnc(N2CCC(Oc3ccccc3C(F)(F)F)CC2)s1, predict the reactants needed to synthesize it. (9) Given the product N#Cc1ccc(N2CCNCC2)cc1F, predict the reactants needed to synthesize it. The reactants are: C1CNCCN1.N#Cc1ccc(F)cc1F.